Dataset: hERG potassium channel inhibition data for cardiac toxicity prediction from Karim et al.. Task: Regression/Classification. Given a drug SMILES string, predict its toxicity properties. Task type varies by dataset: regression for continuous values (e.g., LD50, hERG inhibition percentage) or binary classification for toxic/non-toxic outcomes (e.g., AMES mutagenicity, cardiotoxicity, hepatotoxicity). Dataset: herg_karim. The result is 0 (non-blocker). The drug is N#Cc1cc(C(O)(c2ccc3c(cnn3-c3ccc(F)cc3)c2)C(F)(F)F)ccc1F.